This data is from Forward reaction prediction with 1.9M reactions from USPTO patents (1976-2016). The task is: Predict the product of the given reaction. Given the reactants CC1(C)C(C)(C)[O:5][B:4]([C:9]2[CH:10]=[C:11]([CH2:15][C:16]([OH:18])=O)[CH:12]=[CH:13][CH:14]=2)[O:3]1.CCN=C=NCCCN(C)C.C1C=CC2N(O)N=NC=2C=1.[NH2:41][CH2:42][CH2:43][NH:44][C:45](=[O:71])[CH2:46][C@@H:47]1[N:53]=[C:52]([C:54]2[CH:59]=[CH:58][C:57]([Cl:60])=[CH:56][CH:55]=2)[C:51]2[CH:61]=[C:62]([O:65][CH3:66])[CH:63]=[CH:64][C:50]=2[N:49]2[C:67]([CH3:70])=[N:68][N:69]=[C:48]12.B(O)O, predict the reaction product. The product is: [Cl:60][C:57]1[CH:58]=[CH:59][C:54]([C:52]2[C:51]3[CH:61]=[C:62]([O:65][CH3:66])[CH:63]=[CH:64][C:50]=3[N:49]3[C:67]([CH3:70])=[N:68][N:69]=[C:48]3[C@H:47]([CH2:46][C:45]([NH:44][CH2:43][CH2:42][NH:41][C:16](=[O:18])[CH2:15][C:11]3[CH:10]=[C:9]([B:4]([OH:3])[OH:5])[CH:14]=[CH:13][CH:12]=3)=[O:71])[N:53]=2)=[CH:55][CH:56]=1.